From a dataset of Forward reaction prediction with 1.9M reactions from USPTO patents (1976-2016). Predict the product of the given reaction. (1) Given the reactants [C:1]([O:5][C:6](=[O:22])[N:7]([CH2:9][CH:10]1[CH2:15][CH2:14][CH:13](/[CH:16]=[CH:17]\[CH2:18][CH2:19][CH2:20][Br:21])[CH2:12][CH2:11]1)[CH3:8])([CH3:4])([CH3:3])[CH3:2].[H][H], predict the reaction product. The product is: [C:1]([O:5][C:6](=[O:22])[N:7]([CH2:9][C@H:10]1[CH2:15][CH2:14][C@H:13]([CH2:16][CH2:17][CH2:18][CH2:19][CH2:20][Br:21])[CH2:12][CH2:11]1)[CH3:8])([CH3:2])([CH3:4])[CH3:3]. (2) The product is: [F:1][C:2]1[CH:3]=[C:4]([N:14]2[C:18]([CH3:20])([CH3:19])[C:17](=[O:21])[N:16]([C:22]3[CH:29]=[CH:28][C:25]([C:26]#[N:27])=[C:24]([C:30]([F:33])([F:31])[F:32])[CH:23]=3)[C:15]2=[S:34])[CH:5]=[CH:6][C:7]=1[O:8][C@H:9]1[CH2:13][CH2:12][N:11]([CH3:37])[CH2:10]1. Given the reactants [F:1][C:2]1[CH:3]=[C:4]([N:14]2[C:18]([CH3:20])([CH3:19])[C:17](=[O:21])[N:16]([C:22]3[CH:29]=[CH:28][C:25]([C:26]#[N:27])=[C:24]([C:30]([F:33])([F:32])[F:31])[CH:23]=3)[C:15]2=[S:34])[CH:5]=[CH:6][C:7]=1[O:8][C@H:9]1[CH2:13][CH2:12][NH:11][CH2:10]1.C=O.[C:37]([BH3-])#N.[Na+].O, predict the reaction product. (3) Given the reactants O.[OH-].[Li+].O.[F:5][C:6]1[CH:15]=[CH:14][C:13]([O:16][CH2:17][CH2:18][CH3:19])=[C:12]2[C:7]=1[C:8](=[O:37])[C:9]([C:29]1[CH:34]=[CH:33][C:32]([O:35][CH3:36])=[CH:31][CH:30]=1)=[CH:10][N:11]2[CH2:20][CH2:21][S:22][CH2:23][CH2:24][C:25]([O:27]C)=[O:26], predict the reaction product. The product is: [F:5][C:6]1[CH:15]=[CH:14][C:13]([O:16][CH2:17][CH2:18][CH3:19])=[C:12]2[C:7]=1[C:8](=[O:37])[C:9]([C:29]1[CH:30]=[CH:31][C:32]([O:35][CH3:36])=[CH:33][CH:34]=1)=[CH:10][N:11]2[CH2:20][CH2:21][S:22][CH2:23][CH2:24][C:25]([OH:27])=[O:26]. (4) Given the reactants [CH3:1][C:2]1([CH3:16])[C:6]([CH3:8])([CH3:7])[O:5][B:4]([C:9]2[CH:15]=[CH:14][C:12]([NH2:13])=[CH:11][CH:10]=2)[O:3]1.C([O-])([O-])=O.[K+].[K+].Br[CH2:24][CH2:25][O:26][CH3:27], predict the reaction product. The product is: [CH3:27][O:26][CH2:25][CH2:24][NH:13][C:12]1[CH:14]=[CH:15][C:9]([B:4]2[O:3][C:2]([CH3:16])([CH3:1])[C:6]([CH3:7])([CH3:8])[O:5]2)=[CH:10][CH:11]=1. (5) Given the reactants O.[OH-].[Li+].[CH3:4][C:5]([O:8][C:9]([NH:11][CH2:12][CH2:13][C@H:14]([NH:19][C:20]([C:22]1[C:31]([NH:32][C:33]([NH:35][C:36]2[C:41]([CH3:42])=[CH:40][C:39]([CH3:43])=[CH:38][C:37]=2[CH3:44])=[O:34])=[CH:30][C:29]2[C:24](=[CH:25][CH:26]=[CH:27][CH:28]=2)[CH:23]=1)=[O:21])[C:15]([O:17]C)=[O:16])=[O:10])([CH3:7])[CH3:6].O.Cl, predict the reaction product. The product is: [CH3:7][C:5]([O:8][C:9]([NH:11][CH2:12][CH2:13][C@H:14]([NH:19][C:20]([C:22]1[C:31]([NH:32][C:33]([NH:35][C:36]2[C:41]([CH3:42])=[CH:40][C:39]([CH3:43])=[CH:38][C:37]=2[CH3:44])=[O:34])=[CH:30][C:29]2[C:24](=[CH:25][CH:26]=[CH:27][CH:28]=2)[CH:23]=1)=[O:21])[C:15]([OH:17])=[O:16])=[O:10])([CH3:4])[CH3:6]. (6) The product is: [CH3:1][C:2]1[CH:7]=[C:6]([N:8]2[CH2:12][CH2:11][CH:10]([CH2:13][N:14]3[CH2:18][CH2:17][CH2:16][CH:15]3[CH3:19])[CH2:9]2)[CH:5]=[CH:4][C:3]=1[NH:20][C:33]([C:30]1[CH:31]=[CH:32][C:26]2[C:25](=[O:36])[NH:24][CH2:23][C:22](=[O:21])[NH:28][C:27]=2[CH:29]=1)=[O:34]. Given the reactants [CH3:1][C:2]1[CH:7]=[C:6]([N:8]2[CH2:12][CH2:11][CH:10]([CH2:13][N:14]3[CH2:18][CH2:17][CH2:16][CH:15]3[CH3:19])[CH2:9]2)[CH:5]=[CH:4][C:3]=1[NH2:20].[O:21]=[C:22]1[NH:28][C:27]2[CH:29]=[C:30]([C:33](O)=[O:34])[CH:31]=[CH:32][C:26]=2[C:25](=[O:36])[NH:24][CH2:23]1, predict the reaction product.